Dataset: Catalyst prediction with 721,799 reactions and 888 catalyst types from USPTO. Task: Predict which catalyst facilitates the given reaction. Reactant: [C:1]([O:5][C:6]([N:8]1[CH2:13][CH2:12][C@H:11]([C:14]2[CH:19]=[CH:18][C:17]([O:20][CH2:21][CH2:22][O:23][C:24]3[C:29]([Cl:30])=[CH:28][C:27]([CH3:31])=[CH:26][C:25]=3[Cl:32])=[CH:16][CH:15]=2)[C@@H:10]([C:33]([N:35]([CH2:39][C:40]2[CH:41]=[C:42]([CH:51]=[C:52]([CH2:54][CH2:55][CH2:56][O:57][CH3:58])[CH:53]=2)[O:43][CH2:44][C@@H:45]2[CH2:47][C@H:46]2[C:48]([OH:50])=[O:49])[CH:36]2[CH2:38][CH2:37]2)=[O:34])[CH2:9]1)=[O:7])([CH3:4])([CH3:3])[CH3:2].CN1CCOCC1.C(OC(Cl)=O)C(C)C.[CH2:74]1[C:82]2[C:77](=[CH:78][C:79](O)=[CH:80][CH:81]=2)[CH2:76][CH2:75]1.[H-].[Na+]. Product: [CH:36]1([N:35]([CH2:39][C:40]2[CH:53]=[C:52]([CH2:54][CH2:55][CH2:56][O:57][CH3:58])[CH:51]=[C:42]([O:43][CH2:44][C@@H:45]3[CH2:47][C@H:46]3[C:48]([O:50][C:79]3[CH:78]=[C:77]4[C:82](=[CH:81][CH:80]=3)[CH2:74][CH2:75][CH2:76]4)=[O:49])[CH:41]=2)[C:33]([C@@H:10]2[C@@H:11]([C:14]3[CH:19]=[CH:18][C:17]([O:20][CH2:21][CH2:22][O:23][C:24]4[C:29]([Cl:30])=[CH:28][C:27]([CH3:31])=[CH:26][C:25]=4[Cl:32])=[CH:16][CH:15]=3)[CH2:12][CH2:13][N:8]([C:6]([O:5][C:1]([CH3:2])([CH3:4])[CH3:3])=[O:7])[CH2:9]2)=[O:34])[CH2:37][CH2:38]1. The catalyst class is: 168.